From a dataset of Experimentally validated miRNA-target interactions with 360,000+ pairs, plus equal number of negative samples. Binary Classification. Given a miRNA mature sequence and a target amino acid sequence, predict their likelihood of interaction. (1) The miRNA is hsa-miR-519a-3p with sequence AAAGUGCAUCCUUUUAGAGUGU. The protein sequence of the target gene is MPVERMRMRPWLEEQINSNTIPGLKWLNKEKKIFQIPWMHAARHGWDVEKDAPLFRNWAIHTGKHQPGVDKPDPKTWKANFRCAMNSLPDIEEVKDKSIKKGNNAFRVYRMLPLSERPSKKGKKPKTEKEDKVKHIKQEPVESSLGLSNGVSDLSPEYAVLTSTIKNEVDSTVNIIVVGQSHLDSNIENQEIVTNPPDICQVVEVTTESDEQPVSMSELYPLQISPVSSYAESETTDSVPSDEESAEGRPHWRKRNIEGKQYLSNMGTRGSYLLPGMASFVTSNKPDLQVTIKEESNPVP.... Result: 1 (interaction). (2) The protein sequence of the target gene is MCVCQTMEVGQYGKNASRAGDRGVLLEPFIHQVGGHSSMMRYDDHTVCKPLISREQRFYESLPPEMKEFTPEYKGVVSVCFEGDSDGYINLVAYPYVESETVEQDDTPEREQPRRKHSRRSLHRSGSGSDHKEEKASLSFETSESSQEAKSPKVELHSHSDVPFQMLDSNSGLSSEKISYNPWSLRCHKQQLSRMRSESKDRKLYKFLLLENVVHHFKYPCVLDLKMGTRQHGDDASAEKAARQMRKCEQSTSATLGVRVCGMQVYQLDTGHYLCRNKYYGRGLSIEGFRNALYQYLHNG.... The miRNA is mmu-miR-541-5p with sequence AAGGGAUUCUGAUGUUGGUCACACU. Result: 1 (interaction). (3) The miRNA is mmu-miR-186-5p with sequence CAAAGAAUUCUCCUUUUGGGCU. The protein sequence of the target gene is MLLAPQGRSFSKKRMGLNRWKRFTRKPSPKPTFGPDSVEHWIKRVEKASEFAVSNAFFTRNSDLPRSPWGQITDLKTSEQIEDHDEIYAEAQELVNDWLDTKLKQELASEEEGDAKNTVSSVTIMPEANGHLKYDKFDDLCGYLEEEEESTTVQKFIDHLLHKNVVDSAMMEDLGRKENQDKKQQKDPRLTMEMRHKQVKENRLRREKELEYQRIEKTLKKSAFLEAQCLVQEEKKRKALEAKKEEEEIQREMVKLRREIIERRRTVKAAWKIEKKRQEENSQNSSEKVMFQSTHILPDE.... Result: 0 (no interaction). (4) The miRNA is hsa-miR-6125 with sequence GCGGAAGGCGGAGCGGCGGA. The protein sequence of the target gene is MTTARYRPTWDLALDPLVSCKLCLGEYPAEQMTTIAQCQCIFCTLCLKQYVELLIKEGLETAISCPDAACPKQGHLQENEIECMVAAEIMQRYKKLQFEREVLFDPCRTWCPASTCQAVCQLQDIGLQTPQLVQCKACDMEFCSACKARWHPGQGCPETMPITFLPGETSSAFKMEEGDAPIKRCPKCRVYIERDEGCAQMMCKNCKHAFCWYCLESLDDDFLLIHYDKGPCRNKLGHSRASVIWHRTQVVGIFAGFGLLLLVASPFLLLATPFVLCCKCKCSKGDDDPLPT. Result: 0 (no interaction).